This data is from Forward reaction prediction with 1.9M reactions from USPTO patents (1976-2016). The task is: Predict the product of the given reaction. (1) Given the reactants N1C2C(=C(C[NH:11][C:12]3[N:17]=[C:16]([NH:18][C:19]4[CH:23]=[C:22]([CH:24]5[CH2:28][CH2:27]CO5)[NH:21][N:20]=4)[CH:15]=[CH:14][N:13]=3)C=CC=2)C=C1.ClC1N=C(NC2C=C([C@@H]3C[C@H]3C3C=CC=CC=3[F:51])NN=2)C=CN=1, predict the reaction product. The product is: [CH:24]1([C:22]2[NH:21][N:20]=[C:19]([NH:18][C:16]3[C:15]([F:51])=[CH:14][N:13]=[C:12]([NH2:11])[N:17]=3)[CH:23]=2)[CH2:28][CH2:27]1. (2) Given the reactants Cl[CH2:2][C:3]([NH:5][C:6]1[CH:11]=[CH:10][CH:9]=[C:8]([C:12]2[C:21]3[C:16](=[CH:17][C:18]([O:27][CH3:28])=[C:19]4[O:24][C:23]([CH3:26])([CH3:25])[CH2:22][C:20]4=3)[CH2:15][C:14]([CH3:30])([CH3:29])[N:13]=2)[CH:7]=1)=[O:4].[Na].[CH3:32][SH:33].O, predict the reaction product. The product is: [CH3:32][S:33][CH2:2][C:3]([NH:5][C:6]1[CH:11]=[CH:10][CH:9]=[C:8]([C:12]2[C:21]3[C:16](=[CH:17][C:18]([O:27][CH3:28])=[C:19]4[O:24][C:23]([CH3:26])([CH3:25])[CH2:22][C:20]4=3)[CH2:15][C:14]([CH3:30])([CH3:29])[N:13]=2)[CH:7]=1)=[O:4].